Dataset: Full USPTO retrosynthesis dataset with 1.9M reactions from patents (1976-2016). Task: Predict the reactants needed to synthesize the given product. Given the product [Cl:27][C:28]1[CH:33]=[CH:32][C:31]([NH:34][C:35]([NH:4][C:3]2[CH:5]=[CH:6][C:7]([O:9][C:10]3[CH:15]=[CH:14][N:13]=[C:12]([C:16](=[O:19])[NH:17][CH3:18])[CH:11]=3)=[CH:8][C:2]=2[CH3:1])=[O:36])=[CH:30][C:29]=1[C:37]([F:38])([F:39])[F:40], predict the reactants needed to synthesize it. The reactants are: [CH3:1][C:2]1[CH:8]=[C:7]([O:9][C:10]2[CH:15]=[CH:14][N:13]=[C:12]([C:16](=[O:19])[NH:17][CH3:18])[CH:11]=2)[CH:6]=[CH:5][C:3]=1[NH2:4].CCN(CC)CC.[Cl:27][C:28]1[CH:33]=[CH:32][C:31]([N:34]=[C:35]=[O:36])=[CH:30][C:29]=1[C:37]([F:40])([F:39])[F:38].O.